This data is from Forward reaction prediction with 1.9M reactions from USPTO patents (1976-2016). The task is: Predict the product of the given reaction. (1) Given the reactants [OH:1][C@@H:2]1[C@H:7]([NH:8][C:9](=[O:15])[O:10][C:11]([CH3:14])([CH3:13])[CH3:12])[CH:6]=[C:5]([C:16]2[CH:21]=[CH:20][N:19]=[CH:18][C:17]=2[N+:22]([O-])=O)[CH2:4][C@@H:3]1[CH3:25].[CH3:26]C(O)C, predict the reaction product. The product is: [NH2:22][C:17]1[CH:18]=[N:19][CH:20]=[CH:21][C:16]=1[C@@H:5]1[CH2:6][C@H:7]([NH:8][C:9](=[O:15])[O:10][C:11]([CH3:14])([CH3:13])[CH3:12])[C@H:2]([O:1][CH3:26])[C@H:3]([CH3:25])[CH2:4]1.[NH2:22][C:17]1[CH:18]=[N:19][CH:20]=[CH:21][C:16]=1[C@H:5]1[CH2:6][C@@H:7]([NH:8][C:9](=[O:15])[O:10][C:11]([CH3:14])([CH3:13])[CH3:12])[C@@H:2]([O:1][CH3:26])[C@@H:3]([CH3:25])[CH2:4]1. (2) Given the reactants [N:1]1[N:5]2[CH:6]=[CH:7][CH:8]=[CH:9][C:4]2=[C:3]([OH:10])[CH:2]=1.C(=O)([O-])[O-].[K+].[K+].[Cl:17][C:18]1[CH:23]=[C:22]([N+:24]([O-])=O)[CH:21]=[CH:20][C:19]=1F.C(=O)([O-])O.[Na+], predict the reaction product. The product is: [Cl:17][C:18]1[CH:23]=[C:22]([CH:21]=[CH:20][C:19]=1[O:10][C:3]1[CH:2]=[N:1][N:5]2[CH:6]=[CH:7][CH:8]=[CH:9][C:4]=12)[NH2:24]. (3) Given the reactants ClC1C=C([C:8]2[CH:13]=[N:12][CH:11]=[C:10]3[S:14][C:15](C4NN=NN=4)=[CH:16][C:9]=23)C=CC=1.N1C=CC=C(B(O)O)C=1.C(=O)([O-])[O-].[Cs+].[Cs+].C(P(C(C)(C)C)C(C)(C)C)(C)(C)C, predict the reaction product. The product is: [S:14]1[C:10]2=[CH:11][N:12]=[CH:13][CH:8]=[C:9]2[CH:16]=[CH:15]1. (4) Given the reactants [Cl:1][CH2:2][C:3]([NH:5][CH2:6][CH:7]1[CH2:12][CH2:11][CH2:10][CH2:9][N:8]1C(OC(C)(C)C)=O)=O.O=P(Cl)(Cl)Cl.[NH2:25][C:26]1[CH:34]=[C:33]([Br:35])[CH:32]=[CH:31][C:27]=1[C:28]([OH:30])=O, predict the reaction product. The product is: [Br:35][C:33]1[CH:34]=[C:26]2[C:27]([C:28](=[O:30])[N:5]([CH2:6][CH:7]3[CH2:12][CH2:11][CH2:10][CH2:9][NH:8]3)[C:3]([CH2:2][Cl:1])=[N:25]2)=[CH:31][CH:32]=1.